Predict the product of the given reaction. From a dataset of Forward reaction prediction with 1.9M reactions from USPTO patents (1976-2016). (1) Given the reactants C1[O:11][C:10]2[CH:9]=[CH:8][C:5]([C:6]#[N:7])=[CH:4][C:3]=2[O:2]1.COC1C=C(C=CC=1O)C#N, predict the reaction product. The product is: [OH:2][C:3]1[CH:4]=[C:5]([CH:8]=[CH:9][C:10]=1[OH:11])[C:6]#[N:7]. (2) Given the reactants [CH3:1][N:2]([CH2:16][C:17]1[CH:18]=[N:19][C:20]([C:23]2[CH:28]=[CH:27][C:26]([S:29]([CH3:32])(=[O:31])=[O:30])=[CH:25][CH:24]=2)=[CH:21][CH:22]=1)[CH:3]1[CH2:8][CH2:7][N:6](C(OC(C)(C)C)=O)[CH2:5][CH2:4]1.C(O)(C(F)(F)F)=O, predict the reaction product. The product is: [CH3:1][N:2]([CH2:16][C:17]1[CH:18]=[N:19][C:20]([C:23]2[CH:24]=[CH:25][C:26]([S:29]([CH3:32])(=[O:31])=[O:30])=[CH:27][CH:28]=2)=[CH:21][CH:22]=1)[CH:3]1[CH2:8][CH2:7][NH:6][CH2:5][CH2:4]1. (3) The product is: [NH2:1][C:2]1[C:11]2[N:12]=[C:13]([CH2:15][CH3:16])[S:14][C:10]=2[C:9]2[CH:8]=[CH:7][C:6]([O:17][CH2:25][C:26]3[O:30][C:29]([C:31]([O:33][CH2:34][CH3:35])=[O:32])=[CH:28][CH:27]=3)=[CH:5][C:4]=2[N:3]=1. Given the reactants [NH2:1][C:2]1[C:11]2[N:12]=[C:13]([CH2:15][CH3:16])[S:14][C:10]=2[C:9]2[CH:8]=[CH:7][C:6]([OH:17])=[CH:5][C:4]=2[N:3]=1.C(=O)([O-])[O-].[Cs+].[Cs+].Cl[CH2:25][C:26]1[O:30][C:29]([C:31]([O:33][CH2:34][CH3:35])=[O:32])=[CH:28][CH:27]=1, predict the reaction product. (4) Given the reactants [C:1]([O:5][C:6]([N:8]1[CH2:13][CH2:12][C:11]2[N:14]([CH3:27])[C:15]([C:17]3[CH:22]=[CH:21][N:20]=[C:19]([NH:23][C:24](=[O:26])[CH3:25])[N:18]=3)=[CH:16][C:10]=2[C:9]1=[O:28])=[O:7])([CH3:4])([CH3:3])[CH3:2].[C:29]([O-])([O-])=O.[Cs+].[Cs+].CI, predict the reaction product. The product is: [C:1]([O:5][C:6]([N:8]1[CH2:13][CH2:12][C:11]2[N:14]([CH3:27])[C:15]([C:17]3[CH:22]=[CH:21][N:20]=[C:19]([N:23]([C:24](=[O:26])[CH3:25])[CH3:29])[N:18]=3)=[CH:16][C:10]=2[C:9]1=[O:28])=[O:7])([CH3:4])([CH3:3])[CH3:2]. (5) The product is: [CH2:1]([N:8]1[CH2:14][C:13]2[CH:16]=[CH:17][C:18]([F:21])=[C:19]([Br:20])[C:12]=2[O:11][CH2:10][CH2:9]1)[C:2]1[CH:3]=[CH:4][CH:5]=[CH:6][CH:7]=1. Given the reactants [CH2:1]([N:8]1[C:14](=O)[C:13]2[CH:16]=[CH:17][C:18]([F:21])=[C:19]([Br:20])[C:12]=2[O:11][CH2:10][CH2:9]1)[C:2]1[CH:7]=[CH:6][CH:5]=[CH:4][CH:3]=1.B.O1CCCC1.CO, predict the reaction product. (6) Given the reactants [Si]([O:18][CH2:19][CH:20]1[CH2:25][C:24]([C:27]2[CH:32]=[CH:31][C:30]([Cl:33])=[C:29]([C:34]([F:37])([F:36])[F:35])[CH:28]=2)([CH3:26])[C:23]([C:38]([O:40][CH3:41])=[O:39])=[CH:22][CH2:21]1)(C(C)(C)C)(C1C=CC=CC=1)C1C=CC=CC=1.C(O)(=O)C.[F-].C([N+](CCCC)(CCCC)CCCC)CCC, predict the reaction product. The product is: [Cl:33][C:30]1[CH:31]=[CH:32][C:27]([C:24]2([CH3:26])[C:23]([C:38]([O:40][CH3:41])=[O:39])=[CH:22][CH2:21][CH:20]([CH2:19][OH:18])[CH2:25]2)=[CH:28][C:29]=1[C:34]([F:35])([F:36])[F:37]. (7) Given the reactants [F:1][C:2]1[N:6]([CH3:7])[NH:5][C:4]([CH3:24])([C:8]([NH:10][C:11]2[CH:16]=[CH:15][CH:14]=[CH:13][C:12]=2[C:17]([OH:23])(C)[CH2:18]C(C)C)=[O:9])[CH:3]=1.C(OC)(OC)OC.S([O-])([O-])(=O)=O.[Na+].[Na+], predict the reaction product. The product is: [C:17]([C:12]1[CH:13]=[CH:14][CH:15]=[CH:16][C:11]=1[NH:10][C:8]([C:4]1([CH3:24])[CH:3]=[C:2]([F:1])[N:6]([CH3:7])[NH:5]1)=[O:9])(=[O:23])[CH3:18].